This data is from Forward reaction prediction with 1.9M reactions from USPTO patents (1976-2016). The task is: Predict the product of the given reaction. (1) Given the reactants [F:1][C:2]([F:29])([F:28])[C:3]1[CH:8]=[CH:7][C:6]([C:9]2[CH:14]=[CH:13][CH:12]=[CH:11][C:10]=2[C:15]([NH:17][C:18]2[CH:23]=[CH:22][C:21]([CH2:24]C(O)=O)=[CH:20][CH:19]=2)=[O:16])=[CH:5][CH:4]=1.C([N:32]([CH2:35]C)CC)C.C1(P(N=[N+]=[N-])(C2C=CC=CC=2)=[O:44])C=CC=CC=1.[NH2:54][C:55]1[CH:60]=[CH:59][CH:58]=[CH:57][N:56]=1, predict the reaction product. The product is: [N:56]1[CH:57]=[CH:58][CH:59]=[CH:60][C:55]=1[NH:54][C:35]([NH:32][CH2:24][C:21]1[CH:20]=[CH:19][C:18]([NH:17][C:15]([C:10]2[C:9]([C:6]3[CH:7]=[CH:8][C:3]([C:2]([F:1])([F:29])[F:28])=[CH:4][CH:5]=3)=[CH:14][CH:13]=[CH:12][CH:11]=2)=[O:16])=[CH:23][CH:22]=1)=[O:44]. (2) Given the reactants [CH3:1][O:2][C:3]1[C:12]([NH:13][C:14](=[O:18])OCC)=[N:11][C:10]2[C:5](=[CH:6][CH:7]=[C:8]([CH3:19])[CH:9]=2)[N:4]=1.[CH3:20][O:21][C:22]1[CH:23]=[C:24]([N:32]2[CH2:37][CH2:36][NH:35][CH2:34][CH2:33]2)[CH:25]=[C:26]([O:30][CH3:31])[C:27]=1[O:28][CH3:29], predict the reaction product. The product is: [CH3:1][O:2][C:3]1[C:12]([NH:13][C:14]([N:35]2[CH2:34][CH2:33][N:32]([C:24]3[CH:23]=[C:22]([O:21][CH3:20])[C:27]([O:28][CH3:29])=[C:26]([O:30][CH3:31])[CH:25]=3)[CH2:37][CH2:36]2)=[O:18])=[N:11][C:10]2[C:5](=[CH:6][CH:7]=[C:8]([CH3:19])[CH:9]=2)[N:4]=1. (3) Given the reactants [Br:1][C:2]1[CH:3]=[C:4]([CH2:13]O)[C:5]2[O:9][C:8]([CH3:11])([CH3:10])[CH2:7][C:6]=2[CH:12]=1.S(Cl)([Cl:17])=O, predict the reaction product. The product is: [Br:1][C:2]1[CH:3]=[C:4]([CH2:13][Cl:17])[C:5]2[O:9][C:8]([CH3:11])([CH3:10])[CH2:7][C:6]=2[CH:12]=1. (4) Given the reactants [Cl:1][C:2]([Cl:12])([Cl:11])[C:3]([C:5]1[N:6]([CH3:10])[CH:7]=[CH:8][CH:9]=1)=[O:4].[Br:13]N1C(=O)CCC1=O.C(=O)([O-])O.[Na+], predict the reaction product. The product is: [Br:13][C:8]1[CH:9]=[C:5]([C:3](=[O:4])[C:2]([Cl:1])([Cl:11])[Cl:12])[N:6]([CH3:10])[CH:7]=1. (5) The product is: [CH:8]([O:5][C:1](=[O:6])/[CH:2]=[CH:3]/[CH3:4])([CH3:9])[CH3:7]. Given the reactants [C:1]([OH:6])(=[O:5])/[CH:2]=[CH:3]/[CH3:4].[CH3:7][CH:8](O)[CH3:9].S(=O)(=O)(O)O, predict the reaction product.